From a dataset of Forward reaction prediction with 1.9M reactions from USPTO patents (1976-2016). Predict the product of the given reaction. (1) Given the reactants [NH2:1][C:2]1[CH:3]=[C:4]2[C:9](=[CH:10][CH:11]=1)[N:8]=[CH:7][C:6]([C:12]#[N:13])=[C:5]2[NH:14][CH:15]1[CH2:21][CH2:20][CH2:19][CH2:18][CH2:17][CH2:16]1.[N:22]1[CH:27]=[CH:26][CH:25]=[C:24]([CH:28]=O)[CH:23]=1.[BH3-]C#N.[Na+], predict the reaction product. The product is: [CH:15]1([NH:14][C:5]2[C:4]3[C:9](=[CH:10][CH:11]=[C:2]([NH:1][CH2:28][C:24]4[CH:23]=[N:22][CH:27]=[CH:26][CH:25]=4)[CH:3]=3)[N:8]=[CH:7][C:6]=2[C:12]#[N:13])[CH2:16][CH2:17][CH2:18][CH2:19][CH2:20][CH2:21]1. (2) Given the reactants Br[C:2]1[CH:3]=[CH:4][C:5]2[CH:9]=[CH:8][S:7][C:6]=2[CH:10]=1.C1(P(C2C=CC=CC=2)C2C=CC=CC=2)C=CC=CC=1.C(N(CC)CC)C.[CH3:37][Si:38]([C:41]#[CH:42])([CH3:40])[CH3:39], predict the reaction product. The product is: [CH3:37][Si:38]([C:41]#[C:42][C:2]1[CH:3]=[CH:4][C:5]2[CH:9]=[CH:8][S:7][C:6]=2[CH:10]=1)([CH3:40])[CH3:39]. (3) Given the reactants [OH:1][C:2]1[CH:3]=[C:4]2[C:9](=[CH:10][CH:11]=1)[N:8]=[CH:7][CH:6]=[CH:5]2.Br[CH:13]([CH2:25][O:26][CH3:27])[C:14]([NH:16][C:17]([CH3:24])([CH3:23])[C:18]#[C:19][CH2:20][O:21][CH3:22])=[O:15], predict the reaction product. The product is: [N:8]1[C:9]2[C:4](=[CH:3][C:2]([O:1][CH:13]([CH2:25][O:26][CH3:27])[C:14]([NH:16][C:17]([CH3:24])([CH3:23])[C:18]#[C:19][CH2:20][O:21][CH3:22])=[O:15])=[CH:11][CH:10]=2)[CH:5]=[CH:6][CH:7]=1.